The task is: Predict the reactants needed to synthesize the given product.. This data is from Full USPTO retrosynthesis dataset with 1.9M reactions from patents (1976-2016). (1) Given the product [CH:2]1[NH:1][CH:7]=[C:27]2[C:26](=[O:31])[O:25][CH2:30][CH2:29][C:28]=12, predict the reactants needed to synthesize it. The reactants are: [N:1]12CCCN=[C:7]1CCCC[CH2:2]2.S(C[N+]#[C-])(C1C=CC(C)=CC=1)(=O)=O.[O:25]1[CH2:30][CH2:29][CH:28]=[CH:27][C:26]1=[O:31]. (2) Given the product [Br:1][C:2]1[CH:3]=[C:4]([C:8]2[N:12]([CH2:13][CH2:14][O:15][CH2:16][Si:17]([CH3:18])([CH3:20])[CH3:19])[N:11]=[CH:10][C:9]=2[NH:21][C:31]([C:24]2[CH:23]=[N:22][N:26]3[CH:27]=[CH:28][CH:29]=[N:30][C:25]=23)=[O:32])[CH:5]=[CH:6][CH:7]=1, predict the reactants needed to synthesize it. The reactants are: [Br:1][C:2]1[CH:3]=[C:4]([C:8]2[N:12]([CH2:13][CH2:14][O:15][CH2:16][Si:17]([CH3:20])([CH3:19])[CH3:18])[N:11]=[CH:10][C:9]=2[NH2:21])[CH:5]=[CH:6][CH:7]=1.[N:22]1[N:26]2[CH:27]=[CH:28][CH:29]=[N:30][C:25]2=[C:24]([C:31](Cl)=[O:32])[CH:23]=1.